From a dataset of Catalyst prediction with 721,799 reactions and 888 catalyst types from USPTO. Predict which catalyst facilitates the given reaction. (1) Reactant: [CH:1]([O:4][C:5](=[O:20])[C:6]1[CH:11]=[CH:10][C:9]([C:12]#[CH:13])=[CH:8][C:7]=1[CH2:14][N:15]([CH:17]1[CH2:19][CH2:18]1)[CH3:16])([CH3:3])[CH3:2].[CH3:21][O:22][C:23](=[O:33])[CH2:24][C:25]1[CH:30]=[CH:29][C:28](I)=[CH:27][C:26]=1[F:32].C(N(CC)CC)C.C(OCC)(=O)C. Product: [CH:1]([O:4][C:5](=[O:20])[C:6]1[CH:11]=[CH:10][C:9]([C:12]#[C:13][C:28]2[CH:29]=[CH:30][C:25]([CH2:24][C:23]([O:22][CH3:21])=[O:33])=[C:26]([F:32])[CH:27]=2)=[CH:8][C:7]=1[CH2:14][N:15]([CH:17]1[CH2:19][CH2:18]1)[CH3:16])([CH3:3])[CH3:2]. The catalyst class is: 730. (2) Reactant: [S:1]1[CH:5]=[CH:4][N:3]=[C:2]1[NH:6][S:7]([C:10]1[CH:15]=[CH:14][C:13](Br)=[CH:12][N:11]=1)(=[O:9])=[O:8].CC1(C)C2C=CC=C(P(C3C=CC=CC=3)C3C=CC=CC=3)C=2OC2C1=CC=CC=2P(C1C=CC=CC=1)C1C=CC=CC=1.[Cl:59][C:60]1[CH:72]=[CH:71][C:63]([CH2:64][N:65]2[CH:69]=[C:68]([NH2:70])[CH:67]=[N:66]2)=[CH:62][CH:61]=1.CN(C)C(=O)C.CC(C)([O-])C.[Na+]. The catalyst class is: 110. Product: [Cl:59][C:60]1[CH:72]=[CH:71][C:63]([CH2:64][N:65]2[CH:69]=[C:68]([NH:70][C:13]3[CH:14]=[CH:15][C:10]([S:7]([NH:6][C:2]4[S:1][CH:5]=[CH:4][N:3]=4)(=[O:9])=[O:8])=[N:11][CH:12]=3)[CH:67]=[N:66]2)=[CH:62][CH:61]=1. (3) Reactant: [F:1][C:2]1[CH:33]=[CH:32][C:5]2[C:6]([CH3:31])=[C:7]([CH:9]([CH2:27][CH2:28][CH2:29][CH3:30])[CH2:10][CH2:11][O:12][C:13]3[CH:18]=[CH:17][C:16]([O:19][CH2:20][C:21]([O:23]CC)=[O:22])=[C:15]([CH3:26])[CH:14]=3)[S:8][C:4]=2[CH:3]=1.[OH-].[Na+]. Product: [F:1][C:2]1[CH:33]=[CH:32][C:5]2[C:6]([CH3:31])=[C:7]([CH:9]([CH2:27][CH2:28][CH2:29][CH3:30])[CH2:10][CH2:11][O:12][C:13]3[CH:18]=[CH:17][C:16]([O:19][CH2:20][C:21]([OH:23])=[O:22])=[C:15]([CH3:26])[CH:14]=3)[S:8][C:4]=2[CH:3]=1. The catalyst class is: 5. (4) Reactant: [NH2:1][CH:2]([CH2:18][C:19]1[CH:24]=[C:23]([F:25])[CH:22]=[C:21]([F:26])[CH:20]=1)[CH:3]([OH:17])[CH2:4][NH:5][C:6]1([C:9]2[CH:14]=[CH:13][CH:12]=[C:11]([CH2:15][CH3:16])[CH:10]=2)[CH2:8][CH2:7]1.[C:27]1(=[O:34])[O:33][C:31](=[O:32])[CH2:30][CH2:29][CH2:28]1. Product: [F:26][C:21]1[CH:20]=[C:19]([CH:24]=[C:23]([F:25])[CH:22]=1)[CH2:18][C@H:2]([NH:1][C:27](=[O:34])[CH2:28][CH2:29][CH2:30][C:31]([OH:33])=[O:32])[C@H:3]([OH:17])[CH2:4][NH:5][C:6]1([C:9]2[CH:14]=[CH:13][CH:12]=[C:11]([CH2:15][CH3:16])[CH:10]=2)[CH2:8][CH2:7]1. The catalyst class is: 22.